Dataset: Full USPTO retrosynthesis dataset with 1.9M reactions from patents (1976-2016). Task: Predict the reactants needed to synthesize the given product. Given the product [CH3:16][C:15]1[O:14][C:13]([C:17]2[CH:22]=[CH:21][CH:20]=[CH:19][CH:18]=2)=[N:12][C:11]=1[CH2:10][CH2:9][NH:8][C:7]([C:6]1[N:2]([CH3:1])[N:3]=[CH:4][C:5]=1[C:24]([N:27]1[CH2:31][CH2:30][CH2:29][CH2:28]1)=[O:26])=[O:23], predict the reactants needed to synthesize it. The reactants are: [CH3:1][N:2]1[C:6]([C:7](=[O:23])[NH:8][CH2:9][CH2:10][C:11]2[N:12]=[C:13]([C:17]3[CH:22]=[CH:21][CH:20]=[CH:19][CH:18]=3)[O:14][C:15]=2[CH3:16])=[C:5]([C:24]([OH:26])=O)[CH:4]=[N:3]1.[NH:27]1[CH2:31][CH2:30][CH2:29][CH2:28]1.